From a dataset of Reaction yield outcomes from USPTO patents with 853,638 reactions. Predict the reaction yield, written as a fraction of the theoretical maximum amount of product (1.0 means a 100% yield; for example, 0.34 means a 34% yield). (1) The reactants are [F:1][C:2]1[CH:3]=[C:4]2[C:9](=[CH:10][C:11]=1[CH3:12])[NH:8][C:7](=[O:13])[CH2:6][CH2:5]2.[H-].[Na+].Cl[CH2:17][CH2:18][CH2:19]I.[CH2:21]([CH:25]1[CH2:30][CH2:29][NH:28][CH2:27][CH2:26]1)[CH2:22][CH2:23][CH3:24].N[C@H](C(O)=O)CC1C=C2C(C=CC=C2)=CC=1.C([O-])([O-])=O.[K+].[K+]. The catalyst is CN(C=O)C. The product is [CH2:21]([CH:25]1[CH2:30][CH2:29][N:28]([CH2:17][CH2:18][CH2:19][N:8]2[C:9]3[C:4](=[CH:3][C:2]([F:1])=[C:11]([CH3:12])[CH:10]=3)[CH2:5][CH2:6][C:7]2=[O:13])[CH2:27][CH2:26]1)[CH2:22][CH2:23][CH3:24]. The yield is 0.550. (2) The reactants are [Br:1][C:2]1[CH:7]=[CH:6][C:5]([CH:8]([C:10]23[CH2:17][CH2:16][CH:13]([CH2:14][CH2:15]2)[O:12][CH2:11]3)[OH:9])=[CH:4][CH:3]=1. The catalyst is C(Cl)Cl.[O-2].[O-2].[Mn+4]. The product is [Br:1][C:2]1[CH:3]=[CH:4][C:5]([C:8]([C:10]23[CH2:15][CH2:14][CH:13]([CH2:16][CH2:17]2)[O:12][CH2:11]3)=[O:9])=[CH:6][CH:7]=1. The yield is 0.910. (3) The reactants are [Si](O[CH2:9][C@H:10]([CH2:26][CH2:27][CH2:28][O:29]S(C)(=O)=O)[CH2:11][C@H:12]1[CH2:16][O:15][C:14]([CH3:18])([CH3:17])[N:13]1[C:19]([O:21][C:22]([CH3:25])([CH3:24])[CH3:23])=[O:20])(C(C)(C)C)(C)C.O.[F-].C([N+](CC)(CC)CC)C. The catalyst is C1COCC1.CCOC(C)=O. The product is [CH3:17][C:14]1([CH3:18])[N:13]([C:19]([O:21][C:22]([CH3:23])([CH3:24])[CH3:25])=[O:20])[C@@H:12]([CH2:11][C@H:10]2[CH2:26][CH2:27][CH2:28][O:29][CH2:9]2)[CH2:16][O:15]1. The yield is 0.540. (4) The reactants are [CH2:1]([C:3]([C:21]1[CH:26]=[CH:25][C:24]([OH:27])=[C:23]([CH3:28])[CH:22]=1)([C:6]1[CH:11]=[CH:10][C:9]([C:12]#[C:13][CH:14]([OH:19])[C:15]([CH3:18])([CH3:17])[CH3:16])=[C:8]([CH3:20])[CH:7]=1)[CH2:4][CH3:5])[CH3:2]. The catalyst is C(OCC)(=O)C.[Pd]. The product is [CH2:1]([C:3]([C:21]1[CH:26]=[CH:25][C:24]([OH:27])=[C:23]([CH3:28])[CH:22]=1)([C:6]1[CH:11]=[CH:10][C:9]([CH2:12][CH2:13][CH:14]([OH:19])[C:15]([CH3:17])([CH3:18])[CH3:16])=[C:8]([CH3:20])[CH:7]=1)[CH2:4][CH3:5])[CH3:2]. The yield is 0.980. (5) The product is [CH3:1][O:2][C:3]([C:5]1[C:14]([O:15][CH2:36][C:37]2[CH:42]=[CH:41][CH:40]=[CH:39][CH:38]=2)=[C:13]2[C:8]([CH:9]=[C:10]([CH2:16][C:17]3[CH:22]=[CH:21][C:20]([F:23])=[CH:19][CH:18]=3)[CH:11]=[N:12]2)=[C:7]([I:24])[N:6]=1)=[O:4]. The reactants are [CH3:1][O:2][C:3]([C:5]1[C:14]([OH:15])=[C:13]2[C:8]([CH:9]=[C:10]([CH2:16][C:17]3[CH:22]=[CH:21][C:20]([F:23])=[CH:19][CH:18]=3)[CH:11]=[N:12]2)=[C:7]([I:24])[N:6]=1)=[O:4].C1CCN2C(=NCCC2)CC1.[CH2:36](Br)[C:37]1[CH:42]=[CH:41][CH:40]=[CH:39][CH:38]=1.C(O)(=O)CC(CC(O)=O)(C(O)=O)O.S([O-])(O)=O.[Na+]. The catalyst is CN(C)C=O. The yield is 0.720. (6) The reactants are [Cl:1][C:2]1[CH:7]=[C:6]([F:8])[CH:5]=[CH:4][C:3]=1[C@H:9]1[C:14]([C:15]([O:17][CH3:18])=[O:16])=[C:13]([CH3:19])[NH:12][C:11]([C:20]2[S:21][CH:22]=[CH:23][N:24]=2)=[N:10]1.C1C(=O)N([Br:32])C(=O)C1. The catalyst is C(Cl)(Cl)(Cl)Cl. The product is [Br:32][CH2:19][C:13]1[NH:12][C:11]([C:20]2[S:21][CH:22]=[CH:23][N:24]=2)=[N:10][C@@H:9]([C:3]2[CH:4]=[CH:5][C:6]([F:8])=[CH:7][C:2]=2[Cl:1])[C:14]=1[C:15]([O:17][CH3:18])=[O:16]. The yield is 0.730. (7) The reactants are [C:1]([O:5][C:6]([N:8]1[CH2:13][CH2:12][CH:11]([CH:14]=O)[CH2:10][CH2:9]1)=[O:7])([CH3:4])([CH3:3])[CH3:2].[C:16](=O)([O-])[O-].[K+].[K+].COP(C(=[N+]=[N-])C(=O)C)(=O)OC. The catalyst is CO. The product is [C:1]([O:5][C:6]([N:8]1[CH2:13][CH2:12][CH:11]([C:14]#[CH:16])[CH2:10][CH2:9]1)=[O:7])([CH3:4])([CH3:3])[CH3:2]. The yield is 0.880. (8) The reactants are [CH3:1][N:2]1[CH:6]=[CH:5][C:4]([C:7](=O)[CH2:8][C:9]2[CH:13]=[CH:12][S:11][CH:10]=2)=[N:3]1.[OH:15][C:16]1[C:23]([N+:24]([O-:26])=[O:25])=[CH:22][C:19]([CH:20]=O)=[CH:18][C:17]=1[O:27][CH3:28].[NH2:29][C:30]([NH2:32])=[O:31].Cl.[CH3:34]CO. No catalyst specified. The product is [CH2:28]([O:27][C:17]1[CH:18]=[C:19]([CH:20]2[C:8]([C:9]3[CH:13]=[CH:12][S:11][CH:10]=3)=[C:7]([C:4]3[CH:5]=[CH:6][N:2]([CH3:1])[N:3]=3)[NH:32][C:30](=[O:31])[NH:29]2)[CH:22]=[C:23]([N+:24]([O-:26])=[O:25])[C:16]=1[OH:15])[CH3:34]. The yield is 0.810.